This data is from Full USPTO retrosynthesis dataset with 1.9M reactions from patents (1976-2016). The task is: Predict the reactants needed to synthesize the given product. (1) The reactants are: [Br:1][C:2]1[S:6][C:5]([N:7]([CH2:15][C@@H:16]([NH:30][C:31]([O:33][C:34]([CH3:37])([CH3:36])[CH3:35])=[O:32])[C@H:17]([C:20]2[CH:25]=[CH:24][C:23]([C:26]([F:29])([F:28])[F:27])=[CH:22][CH:21]=2)[CH2:18][OH:19])[C:8](=[O:14])[O:9][C:10]([CH3:13])([CH3:12])[CH3:11])=[N:4][CH:3]=1.[NH2:38][C@@H:39]([CH2:53][NH:54][C:55]1[S:56][C:57]([C:60]2[CH:61]=[C:62]3[C:67](=[CH:68][CH:69]=2)[CH:66]=[N:65][C:64]([F:70])=[CH:63]3)=[CH:58][N:59]=1)[C@@H:40]([C:43]1[CH:48]=[CH:47][C:46]([C:49]([F:52])([F:51])[F:50])=[CH:45][CH:44]=1)[CH2:41][OH:42]. Given the product [NH2:38][C@H:39]([CH2:53][NH:54][C:55]1[S:56][C:57]([C:60]2[CH:61]=[C:62]3[C:67](=[CH:68][CH:69]=2)[CH:66]=[N:65][C:64]([F:70])=[CH:63]3)=[CH:58][N:59]=1)[C@H:40]([C:43]1[CH:48]=[CH:47][C:46]([C:49]([F:51])([F:52])[F:50])=[CH:45][CH:44]=1)[CH2:41][OH:42].[Br:1][C:2]1[S:6][C:5]([N:7]([CH2:15][C@@H:16]([NH:30][C:31]([O:33][C:34]([CH3:37])([CH3:36])[CH3:35])=[O:32])[C@H:17]([C:20]2[CH:21]=[CH:22][C:23]([C:26]([F:28])([F:27])[F:29])=[CH:24][CH:25]=2)[CH2:18][OH:19])[C:8](=[O:14])[O:9][C:10]([CH3:12])([CH3:11])[CH3:13])=[N:4][CH:3]=1, predict the reactants needed to synthesize it. (2) Given the product [CH2:22]([O:1][C:2]1[C:3]([O:14][CH2:11][CH2:22][CH2:23][CH2:24][CH2:25][CH2:26][CH2:27][CH2:28]/[CH:29]=[CH:30]\[CH2:31][CH2:32][CH2:33][CH2:34][CH2:35][CH2:36][CH2:37][CH3:38])=[C:4]([CH:7]=[CH:8][CH:9]=1)[CH:5]=[O:6])[CH2:23][CH2:24][CH2:25][CH2:26][CH2:27][CH2:28][CH2:29]/[CH:30]=[CH:31]\[CH2:32][CH2:33][CH2:34][CH2:35][CH2:36][CH2:37][CH2:38][CH3:39], predict the reactants needed to synthesize it. The reactants are: [OH:1][C:2]1[CH:3]=[C:4]([CH:7]=[CH:8][C:9]=1O)[CH:5]=[O:6].[C:11](=[O:14])([O-])[O-].[Cs+].[Cs+].S(O[CH2:22][CH2:23][CH2:24][CH2:25][CH2:26][CH2:27][CH2:28][CH2:29]/[CH:30]=[CH:31]\[CH2:32][CH2:33][CH2:34][CH2:35][CH2:36][CH2:37][CH2:38][CH3:39])(=O)(=O)C. (3) Given the product [CH3:14][C:13]([Si:17]([CH3:19])([CH3:18])[O:11][CH2:10][CH2:9][CH2:8][CH:7]([C:2]1[CH:3]=[CH:4][CH:5]=[CH:6][N:1]=1)[OH:12])([CH3:16])[CH3:15], predict the reactants needed to synthesize it. The reactants are: [N:1]1[CH:6]=[CH:5][CH:4]=[CH:3][C:2]=1[CH:7]([OH:12])[CH2:8][CH2:9][CH2:10][OH:11].[C:13]([Si:17](Cl)([CH3:19])[CH3:18])([CH3:16])([CH3:15])[CH3:14].C(N(CC)CC)C.O. (4) Given the product [N:1]1[N:5]2[CH:6]=[CH:7][CH:8]=[CH:9][C:4]2=[C:3]([C:10]([N:49]2[CH2:50][C:44]3([CH3:43])[CH2:51][CH:48]2[CH2:47][C:46]([CH3:53])([CH3:52])[CH2:45]3)=[O:12])[CH:2]=1, predict the reactants needed to synthesize it. The reactants are: [N:1]1[N:5]2[CH:6]=[CH:7][CH:8]=[CH:9][C:4]2=[C:3]([C:10]([OH:12])=O)[CH:2]=1.C1C=CC2N(O)N=NC=2C=1.CCN=C=NCCCN(C)C.C(N(C(C)C)CC)(C)C.[CH3:43][C:44]12[CH2:51][CH:48]([NH:49][CH2:50]1)[CH2:47][C:46]([CH3:53])([CH3:52])[CH2:45]2. (5) The reactants are: [I:1][C:2]1[CH:7]=[CH:6][N:5]=[C:4]([N:8]2[C:16]3[C:11](=[CH:12][CH:13]=[CH:14][CH:15]=3)[C:10]([C:17]([OH:19])=O)=[N:9]2)[CH:3]=1.[Cl-].[NH4+:21]. Given the product [I:1][C:2]1[CH:7]=[CH:6][N:5]=[C:4]([N:8]2[C:16]3[C:11](=[CH:12][CH:13]=[CH:14][CH:15]=3)[C:10]([C:17]([NH2:21])=[O:19])=[N:9]2)[CH:3]=1, predict the reactants needed to synthesize it.